From a dataset of Full USPTO retrosynthesis dataset with 1.9M reactions from patents (1976-2016). Predict the reactants needed to synthesize the given product. (1) Given the product [O:1]1[CH:5]=[CH:4][CH:3]=[C:2]1[CH2:6][NH:7][C:8]1[CH:9]=[C:10]([C:32]([OH:34])=[O:33])[C:11]2[C:16]([CH3:17])=[N:15][N:14]([CH2:18][C:19]3[CH:24]=[CH:23][C:22]([O:25][C:26]4[CH:31]=[CH:30][CH:29]=[CH:28][CH:27]=4)=[CH:21][CH:20]=3)[C:12]=2[N:13]=1, predict the reactants needed to synthesize it. The reactants are: [O:1]1[CH:5]=[CH:4][CH:3]=[C:2]1[CH2:6][NH:7][C:8]1[CH:9]=[C:10]([C:32]([O:34]CC)=[O:33])[C:11]2[C:16]([CH3:17])=[N:15][N:14]([CH2:18][C:19]3[CH:24]=[CH:23][C:22]([O:25][C:26]4[CH:31]=[CH:30][CH:29]=[CH:28][CH:27]=4)=[CH:21][CH:20]=3)[C:12]=2[N:13]=1.[OH-].[Na+]. (2) Given the product [CH3:28][C@H:29]1[O:30][C:20](=[O:31])[CH:21]=[CH:22][CH:23]=[CH:24][C@H:25]([OH:5])[CH2:26][CH2:27]1, predict the reactants needed to synthesize it. The reactants are: ClC1C=C(Cl)C=C(Cl)C=1C(Cl)=[O:5].C(N(CC)CC)C.[C:20]1(=[O:31])[O:30][CH2:29][CH2:28][CH2:27][CH2:26][CH2:25][CH2:24][CH2:23][CH2:22][CH2:21]1. (3) Given the product [CH2:14]([O:1][C:2]1[CH:9]=[C:8]([O:10][CH3:11])[CH:7]=[CH:6][C:3]=1[CH:4]=[O:5])[CH:13]=[CH2:12], predict the reactants needed to synthesize it. The reactants are: [OH:1][C:2]1[CH:9]=[C:8]([O:10][CH3:11])[CH:7]=[CH:6][C:3]=1[CH:4]=[O:5].[CH2:12](Br)[CH:13]=[CH2:14].C(=O)([O-])[O-].[K+].[K+]. (4) Given the product [C:14]1([CH3:24])[CH:15]=[CH:16][C:17]([S:20]([OH:23])(=[O:21])=[O:22])=[CH:18][CH:19]=1.[CH3:2][NH:3][C:4]1([C:9]([O:11][CH3:12])=[O:10])[CH2:8][CH2:7][CH2:6][CH2:5]1, predict the reactants needed to synthesize it. The reactants are: Cl.[CH3:2][NH:3][C:4]1([C:9]([O:11][CH3:12])=[O:10])[CH2:8][CH2:7][CH2:6][CH2:5]1.O.[C:14]1([CH3:24])[CH:19]=[CH:18][C:17]([S:20]([OH:23])(=[O:22])=[O:21])=[CH:16][CH:15]=1. (5) Given the product [C:1]([N:5]1[CH2:10][CH2:9][N:8]([CH2:12][C:13]2[CH:18]=[CH:17][C:16]([NH:19][C:20](=[O:25])[C:21]([F:24])([F:23])[F:22])=[CH:15][C:14]=2[C:26]([F:27])([F:28])[F:29])[CH2:7][CH2:6]1)([CH3:4])([CH3:3])[CH3:2], predict the reactants needed to synthesize it. The reactants are: [C:1]([N:5]1[CH2:10][CH2:9][NH:8][CH2:7][CH2:6]1)([CH3:4])([CH3:3])[CH3:2].Br[CH2:12][C:13]1[CH:18]=[CH:17][C:16]([NH:19][C:20](=[O:25])[C:21]([F:24])([F:23])[F:22])=[CH:15][C:14]=1[C:26]([F:29])([F:28])[F:27]. (6) Given the product [Br:1][C:2]1[CH:10]=[CH:9][C:5]([C:6]#[N:8])=[C:4]([O:11][CH3:12])[CH:3]=1, predict the reactants needed to synthesize it. The reactants are: [Br:1][C:2]1[CH:10]=[CH:9][C:5]([C:6]([NH2:8])=O)=[C:4]([O:11][CH3:12])[CH:3]=1.N12CCCN=C1CCCCC2.P(Cl)(Cl)(OC1C=CC=CC=1)=O.